The task is: Predict the reactants needed to synthesize the given product.. This data is from Full USPTO retrosynthesis dataset with 1.9M reactions from patents (1976-2016). (1) Given the product [Cl:1][C:2]1[C:10]2[N:9]=[N:8][N:7]([CH2:11][CH:12]3[CH2:13][CH2:14]3)[C:6]=2[CH:5]=[CH:4][C:3]=1[C:15]#[C:16][C:18]1[CH:19]=[N:20][CH:21]=[CH:22][C:23]=1[CH3:24], predict the reactants needed to synthesize it. The reactants are: [Cl:1][C:2]1[C:10]2[N:9]=[N:8][N:7]([CH2:11][CH:12]3[CH2:14][CH2:13]3)[C:6]=2[CH:5]=[CH:4][C:3]=1[C:15]#[CH:16].Br[C:18]1[CH:19]=[N:20][CH:21]=[CH:22][C:23]=1[CH3:24].C(N(CC)CC)C. (2) Given the product [CH2:19]([N:26]1[CH2:30][C@@H:3]([C:2]([F:10])([F:11])[F:1])[C@H:4]([C:5]([O:7][CH2:8][CH3:9])=[O:6])[CH2:27]1)[C:20]1[CH:25]=[CH:24][CH:23]=[CH:22][CH:21]=1, predict the reactants needed to synthesize it. The reactants are: [F:1][C:2]([F:11])([F:10])/[CH:3]=[CH:4]/[C:5]([O:7][CH2:8][CH3:9])=[O:6].C(O)(C(F)(F)F)=O.[CH2:19]([N:26]([CH2:30][Si](C)(C)C)[CH2:27]OC)[C:20]1[CH:25]=[CH:24][CH:23]=[CH:22][CH:21]=1. (3) The reactants are: O[C:2]1[N:7]=[CH:6][C:5]([C:8](O)=O)=[CH:4][N:3]=1.[CH2:11]([NH:14][C:15]1[C:16]([NH2:21])=[CH:17][CH:18]=[CH:19][CH:20]=1)[CH2:12][CH3:13].O=P(Cl)(Cl)[Cl:24]. Given the product [Cl:24][C:2]1[N:7]=[CH:6][C:5]([C:8]2[N:14]([CH2:11][CH2:12][CH3:13])[C:15]3[CH:20]=[CH:19][CH:18]=[CH:17][C:16]=3[N:21]=2)=[CH:4][N:3]=1, predict the reactants needed to synthesize it. (4) Given the product [F:12][C:10]1[CH:11]=[C:2]([NH:1][C:32]([C:28]2[S:27][CH:31]=[CH:30][CH:29]=2)=[NH:33])[CH:3]=[C:4]2[C:9]=1[N:8]([CH2:13][CH2:14][N:15]([CH3:25])[C:16](=[O:24])[O:17][C:18]1[CH:23]=[CH:22][CH:21]=[CH:20][CH:19]=1)[CH2:7][CH2:6][CH2:5]2, predict the reactants needed to synthesize it. The reactants are: [NH2:1][C:2]1[CH:3]=[C:4]2[C:9](=[C:10]([F:12])[CH:11]=1)[N:8]([CH2:13][CH2:14][N:15]([CH3:25])[C:16](=[O:24])[O:17][C:18]1[CH:23]=[CH:22][CH:21]=[CH:20][CH:19]=1)[CH2:7][CH2:6][CH2:5]2.I.[S:27]1[CH:31]=[CH:30][CH:29]=[C:28]1[C:32](SC)=[NH:33].